From a dataset of Forward reaction prediction with 1.9M reactions from USPTO patents (1976-2016). Predict the product of the given reaction. Given the reactants C(OC([N:8]1[CH2:13][CH2:12][CH:11]([C:14]2[CH:19]=[CH:18][C:17]([NH2:20])=[CH:16][CH:15]=2)[CH2:10][CH2:9]1)=O)(C)(C)C.[CH3:21][O:22][NH:23][C:24]([C:26]1[C:27](=[O:49])[C:28]2[CH:33]=[N:32][C:31](S(C)(=O)=O)=[N:30][C:29]=2[N:38]([C:40]2[CH:41]=[C:42]3[C:46](=[CH:47][CH:48]=2)[CH2:45][CH2:44][CH2:43]3)[CH:39]=1)=[O:25], predict the reaction product. The product is: [CH3:21][O:22][NH:23][C:24]([C:26]1[C:27](=[O:49])[C:28]2[CH:33]=[N:32][C:31]([NH:20][C:17]3[CH:16]=[CH:15][C:14]([CH:11]4[CH2:10][CH2:9][NH:8][CH2:13][CH2:12]4)=[CH:19][CH:18]=3)=[N:30][C:29]=2[N:38]([C:40]2[CH:41]=[C:42]3[C:46](=[CH:47][CH:48]=2)[CH2:45][CH2:44][CH2:43]3)[CH:39]=1)=[O:25].